Dataset: Catalyst prediction with 721,799 reactions and 888 catalyst types from USPTO. Task: Predict which catalyst facilitates the given reaction. (1) Reactant: [NH2:1][C:2]1[CH:7]=[N:6][C:5](Br)=[CH:4][N:3]=1.[NH:9]1[CH2:13][CH2:12][CH2:11][CH2:10]1. Product: [NH2:1][C:2]1[CH:7]=[N:6][C:5]([N:9]2[CH2:13][CH2:12][CH2:11][CH2:10]2)=[CH:4][N:3]=1. The catalyst class is: 6. (2) Reactant: [C:1](Cl)(=[O:8])[C:2]1[CH:7]=[CH:6][CH:5]=[CH:4][CH:3]=1.C(N(CC)CC)C.Cl.O.[NH:19]1[CH2:24][CH2:23][C:22](=[O:25])[CH2:21][CH2:20]1. Product: [C:1]([N:19]1[CH2:24][CH2:23][C:22](=[O:25])[CH2:21][CH2:20]1)(=[O:8])[C:2]1[CH:7]=[CH:6][CH:5]=[CH:4][CH:3]=1. The catalyst class is: 11.